The task is: Predict the reactants needed to synthesize the given product.. This data is from Full USPTO retrosynthesis dataset with 1.9M reactions from patents (1976-2016). (1) Given the product [O:18]1[CH2:19][CH2:20][N:15]([C:4]2[C:5]3[CH2:6][C@H:7]4[N:12]([C:13]=3[N:14]=[C:2]([C:29]3[CH:30]=[N:31][C:32]([NH2:35])=[N:33][CH:34]=3)[N:3]=2)[CH2:11][CH2:10][O:9][CH2:8]4)[CH2:16][CH2:17]1, predict the reactants needed to synthesize it. The reactants are: Cl[C:2]1[N:3]=[C:4]([N:15]2[CH2:20][CH2:19][O:18][CH2:17][CH2:16]2)[C:5]2[CH2:6][C@H:7]3[N:12]([C:13]=2[N:14]=1)[CH2:11][CH2:10][O:9][CH2:8]3.CC1(C)C(C)(C)OB([C:29]2[CH:30]=[N:31][C:32]([NH2:35])=[N:33][CH:34]=2)O1.[O-]P([O-])([O-])=O.[K+].[K+].[K+].O1CCOCC1. (2) Given the product [O:15]1[C:20]2=[CH:21][CH:22]=[CH:23][C:19]2=[CH:18][CH:17]=[C:16]1[C:24]1[CH:32]=[CH:31][CH:30]=[CH:29][C:25]=1[C:26]([NH:10][S:7]([C:2]1[CH:3]=[CH:4][CH:5]=[CH:6][C:1]=1[S:11](=[O:13])(=[O:12])[NH2:14])(=[O:9])=[O:8])=[O:27], predict the reactants needed to synthesize it. The reactants are: [C:1]1([S:11]([NH2:14])(=[O:13])=[O:12])[C:2]([S:7]([NH2:10])(=[O:9])=[O:8])=[CH:3][CH:4]=[CH:5][CH:6]=1.[O:15]1[C:20]2=[CH:21][CH:22]=[CH:23][C:19]2=[CH:18][CH:17]=[C:16]1[C:24]1[CH:32]=[CH:31][CH:30]=[CH:29][C:25]=1[C:26](O)=[O:27].C(Cl)CCl.